From a dataset of Forward reaction prediction with 1.9M reactions from USPTO patents (1976-2016). Predict the product of the given reaction. (1) Given the reactants [CH3:1][N:2]1[CH:7]=[C:6](B2OC(C)(C)C(C)(C)O2)[C:5]2[CH:17]=[CH:18][N:19]([S:20]([C:23]3[CH:29]=[CH:28][C:26]([CH3:27])=[CH:25][CH:24]=3)(=[O:22])=[O:21])[C:4]=2[C:3]1=[O:30].Br[C:32]1[CH:33]=[C:34]([NH:47][S:48]([CH2:51][CH3:52])(=[O:50])=[O:49])[CH:35]=[CH:36][C:37]=1[O:38][C:39]1[CH:44]=[CH:43][C:42]([F:45])=[CH:41][C:40]=1[F:46].P([O-])([O-])([O-])=O.[K+].[K+].[K+], predict the reaction product. The product is: [F:46][C:40]1[CH:41]=[C:42]([F:45])[CH:43]=[CH:44][C:39]=1[O:38][C:37]1[CH:32]=[CH:33][C:34]([NH:47][S:48]([CH2:51][CH3:52])(=[O:49])=[O:50])=[CH:35][C:36]=1[C:6]1[C:5]2[CH:17]=[CH:18][N:19]([S:20]([C:23]3[CH:29]=[CH:28][C:26]([CH3:27])=[CH:25][CH:24]=3)(=[O:22])=[O:21])[C:4]=2[C:3](=[O:30])[N:2]([CH3:1])[CH:7]=1. (2) Given the reactants Cl.[Cl:2][C:3]1[C:8]([Cl:9])=[CH:7][CH:6]=[CH:5][C:4]=1[N:10]1[CH2:15][CH2:14][NH:13][CH2:12][CH2:11]1.[O:16]1[CH2:30][CH:17]1[CH2:18][N:19]1[C:23](=[O:24])[C:22]2=[CH:25][CH:26]=[CH:27][CH:28]=[C:21]2[C:20]1=[O:29].CCN(CC)CC, predict the reaction product. The product is: [Cl:2][C:3]1[C:8]([Cl:9])=[CH:7][CH:6]=[CH:5][C:4]=1[N:10]1[CH2:15][CH2:14][N:13]([CH2:30][CH:17]([OH:16])[CH2:18][N:19]2[C:20](=[O:29])[C:21]3[C:22](=[CH:25][CH:26]=[CH:27][CH:28]=3)[C:23]2=[O:24])[CH2:12][CH2:11]1. (3) Given the reactants [CH3:1][O:2][C:3]([CH:5]([CH:12]1[NH:17][CH2:16][CH2:15][CH2:14][CH2:13]1)[C:6]1[CH:7]=[CH:8][CH:9]=[CH:10][CH:11]=1)=[O:4].Cl.[OH-].[NH4+], predict the reaction product. The product is: [CH3:1][O:2][C:3]([CH:5]([CH:12]1[NH:17][CH2:16][CH2:15][CH2:14][CH2:13]1)[C:6]1[CH:11]=[CH:10][CH:9]=[CH:8][CH:7]=1)=[O:4]. (4) Given the reactants [F:1][CH:2]([F:19])[O:3][C:4]1[CH:9]=[CH:8][C:7]([C:10]#[C:11][C:12]2[CH:13]=[C:14]([OH:18])[CH:15]=[CH:16][CH:17]=2)=[CH:6][CH:5]=1.C(=O)([O-])[O-].[K+].[K+].[I-].[Na+].Br[CH2:29][CH2:30][CH:31]=[C:32]([F:34])[F:33], predict the reaction product. The product is: [F:33][C:32]([F:34])=[CH:31][CH2:30][CH2:29][O:18][C:14]1[CH:15]=[CH:16][CH:17]=[C:12]([C:11]#[C:10][C:7]2[CH:6]=[CH:5][C:4]([O:3][CH:2]([F:19])[F:1])=[CH:9][CH:8]=2)[CH:13]=1. (5) The product is: [F:1][C:2]([F:23])([F:24])[C:3]1[CH:4]=[C:5]([C:13]2[N:17]=[CH:16][N:15](/[CH:18]=[CH:19]\[C:20]([NH:33][N:32]([CH3:34])[C:27]3[C:26]([CH3:25])=[CH:31][CH:30]=[CH:29][N:28]=3)=[O:22])[N:14]=2)[CH:6]=[C:7]([C:9]([F:12])([F:10])[F:11])[CH:8]=1. Given the reactants [F:1][C:2]([F:24])([F:23])[C:3]1[CH:4]=[C:5]([C:13]2[N:17]=[CH:16][N:15](/[CH:18]=[CH:19]\[C:20]([OH:22])=O)[N:14]=2)[CH:6]=[C:7]([C:9]([F:12])([F:11])[F:10])[CH:8]=1.[CH3:25][C:26]1[C:27]([N:32]([CH3:34])[NH2:33])=[N:28][CH:29]=[CH:30][CH:31]=1.C(P1(=O)OP(CCC)(=O)OP(CCC)(=O)O1)CC.CCN(C(C)C)C(C)C, predict the reaction product. (6) Given the reactants [Cl:1][C:2]1[N:3]=[C:4]([N:14]2[CH2:19][CH2:18][O:17][CH2:16][CH2:15]2)[C:5]2[O:10][C:9]([C:11]([OH:13])=O)=[CH:8][C:6]=2[N:7]=1.[CH3:20][N:21](C(ON1N=NC2C=CC=NC1=2)=[N+](C)C)C.F[P-](F)(F)(F)(F)F.CN.C(N(C(C)C)CC)(C)C, predict the reaction product. The product is: [Cl:1][C:2]1[N:3]=[C:4]([N:14]2[CH2:19][CH2:18][O:17][CH2:16][CH2:15]2)[C:5]2[O:10][C:9]([C:11]([NH:21][CH3:20])=[O:13])=[CH:8][C:6]=2[N:7]=1. (7) Given the reactants [H-].C([Al+]CC(C)C)C(C)C.C[O:12][C:13]([C:15]1([OH:38])[CH2:20][C@@H:19]([O:21][Si:22]([C:25]([CH3:28])([CH3:27])[CH3:26])([CH3:24])[CH3:23])[C:18](=[CH2:29])[C@H:17]([O:30][Si:31]([C:34]([CH3:37])([CH3:36])[CH3:35])([CH3:33])[CH3:32])[CH2:16]1)=O, predict the reaction product. The product is: [Si:22]([O:21][C@H:19]1[C:18](=[CH2:29])[C@H:17]([O:30][Si:31]([C:34]([CH3:37])([CH3:36])[CH3:35])([CH3:33])[CH3:32])[CH2:16][C:15]([CH2:13][OH:12])([OH:38])[CH2:20]1)([C:25]([CH3:27])([CH3:28])[CH3:26])([CH3:24])[CH3:23].